From a dataset of Reaction yield outcomes from USPTO patents with 853,638 reactions. Predict the reaction yield, written as a fraction of the theoretical maximum amount of product (1.0 means a 100% yield; for example, 0.34 means a 34% yield). (1) The yield is 0.460. The catalyst is O1CCOCC1. The product is [ClH:33].[OH:1][C:2]1[CH:7]=[CH:6][CH:5]=[C:4]([OH:8])[C:3]=1[C:9]1[CH:10]=[C:11]([CH:20]2[CH2:25][CH2:24][CH2:23][NH:22][CH2:21]2)[C:12]2[CH2:17][O:16][C:15](=[O:18])[NH:14][C:13]=2[N:19]=1. The reactants are [OH:1][C:2]1[CH:7]=[CH:6][CH:5]=[C:4]([OH:8])[C:3]=1[C:9]1[CH:10]=[C:11]([CH:20]2[CH2:25][CH2:24][CH2:23][N:22](C(OC(C)(C)C)=O)[CH2:21]2)[C:12]2[CH2:17][O:16][C:15](=[O:18])[NH:14][C:13]=2[N:19]=1.[ClH:33]. (2) The reactants are C(N(CC)CC)C.Cl.[NH2:9][CH2:10][C:11]([C:13]1[CH:18]=[CH:17][CH:16]=[CH:15][C:14]=1[O:19][CH3:20])=[O:12].[CH3:21][O:22][C:23](=[O:33])[CH2:24][CH2:25][CH2:26][CH2:27][CH2:28][CH2:29][C:30](O)=[O:31].CCN=C=NCCCN(C)C.Cl. The catalyst is C(Cl)Cl.C(OCC)(=O)C. The product is [CH3:21][O:22][C:23](=[O:33])[CH2:24][CH2:25][CH2:26][CH2:27][CH2:28][CH2:29][C:30](=[O:31])[NH:9][CH2:10][C:11]([C:13]1[CH:18]=[CH:17][CH:16]=[CH:15][C:14]=1[O:19][CH3:20])=[O:12]. The yield is 0.880. (3) The reactants are [C:1]([O:5][C:6](=[O:9])[NH:7][NH2:8])([CH3:4])([CH3:3])[CH3:2].CO[CH:12]1[CH2:16][CH2:15][CH:14](OC)O1.Cl.C(=O)(O)[O-].[Na+]. The catalyst is O1CCOCC1.C(OCC)C.CO. The product is [C:1]([O:5][C:6](=[O:9])[NH:7][N:8]1[CH:12]=[CH:16][CH:15]=[CH:14]1)([CH3:4])([CH3:3])[CH3:2]. The yield is 0.400. (4) The reactants are [CH3:1][O:2][C:3]([C:5]1[CH:6]=[C:7]2[C:11](=[CH:12][CH:13]=1)[N:10]([CH3:14])[CH:9]=[C:8]2[CH2:15][C:16]1[CH:21]=[CH:20][C:19]([N+:22]([O-])=O)=[CH:18][CH:17]=1)=[O:4]. The catalyst is [Pd].CO. The product is [CH3:1][O:2][C:3]([C:5]1[CH:6]=[C:7]2[C:11](=[CH:12][CH:13]=1)[N:10]([CH3:14])[CH:9]=[C:8]2[CH2:15][C:16]1[CH:17]=[CH:18][C:19]([NH2:22])=[CH:20][CH:21]=1)=[O:4]. The yield is 0.920. (5) The reactants are [CH2:1]([CH:3]([C:6]1[C:10]([CH2:11][CH2:12][CH2:13][OH:14])=[CH:9][N:8]([C:15]2[CH:20]=[CH:19][C:18]([C:21]([F:24])([F:23])[F:22])=[CH:17][N:16]=2)[N:7]=1)[CH2:4][CH3:5])[CH3:2].[F:25][C:26]1[C:27](O)=[C:28]([CH2:32][C:33]([O:35]C)=[O:34])[CH:29]=[CH:30][CH:31]=1.C(P(CCCC)CCCC)CCC.N(C(N1CCCCC1)=O)=NC(N1CCCCC1)=O. The catalyst is O1CCCC1. The product is [CH2:1]([CH:3]([C:6]1[C:10]([CH2:11][CH2:12][CH2:13][O:14][C:27]2[C:26]([F:25])=[CH:31][CH:30]=[CH:29][C:28]=2[CH2:32][C:33]([OH:35])=[O:34])=[CH:9][N:8]([C:15]2[CH:20]=[CH:19][C:18]([C:21]([F:23])([F:24])[F:22])=[CH:17][N:16]=2)[N:7]=1)[CH2:4][CH3:5])[CH3:2]. The yield is 0.600. (6) The catalyst is C1(C)C=CC=CC=1. The reactants are [F:1][C:2]1[CH:3]=[C:4](/[CH:12]=[CH:13]/[C:14]([N:16]2[C@H:20]([C:21]3[CH:26]=[CH:25][CH:24]=[CH:23][CH:22]=3)[CH2:19][O:18][C:17]2=[O:27])=[O:15])[CH:5]=[CH:6][C:7]=1[C:8]([F:11])([F:10])[F:9].CO[CH2:30][N:31]([CH2:37][C:38]1[CH:43]=[CH:42][CH:41]=[CH:40][CH:39]=1)[CH2:32][Si](C)(C)C.C(O)(C(F)(F)F)=O.C1C=CC=CC=1. The yield is 0.571. The product is [CH2:37]([N:31]1[CH2:32][C@@H:12]([C:4]2[CH:5]=[CH:6][C:7]([C:8]([F:9])([F:10])[F:11])=[C:2]([F:1])[CH:3]=2)[C@H:13]([C:14]([N:16]2[C@H:20]([C:21]3[CH:22]=[CH:23][CH:24]=[CH:25][CH:26]=3)[CH2:19][O:18][C:17]2=[O:27])=[O:15])[CH2:30]1)[C:38]1[CH:43]=[CH:42][CH:41]=[CH:40][CH:39]=1. (7) The reactants are [N+:1]([C:4]1[CH:5]=[N:6][NH:7][CH:8]=1)([O-:3])=[O:2].[CH3:9][C:10]1[CH:15]=[CH:14][C:13]([S:16](Cl)(=[O:18])=[O:17])=[CH:12][CH:11]=1.C(N(CC)CC)C. The catalyst is CN(C=O)C.O. The product is [N+:1]([C:4]1[CH:5]=[N:6][N:7]([S:16]([C:13]2[CH:14]=[CH:15][C:10]([CH3:9])=[CH:11][CH:12]=2)(=[O:18])=[O:17])[CH:8]=1)([O-:3])=[O:2]. The yield is 0.500. (8) The reactants are C([O:4][CH2:5][CH2:6][C:7]1[S:8][C:9]([CH2:12][CH2:13][C:14]2[CH:19]=[CH:18][C:17]([N:20]3[CH2:25][CH2:24][N:23]([C:26](=[O:28])[CH3:27])[CH2:22][CH2:21]3)=[CH:16][N:15]=2)=[CH:10][CH:11]=1)(=O)C.[OH-].[Na+].O.Cl. The catalyst is O1CCOCC1. The product is [C:26]([N:23]1[CH2:24][CH2:25][N:20]([C:17]2[CH:18]=[CH:19][C:14]([CH2:13][CH2:12][C:9]3[S:8][C:7]([CH2:6][CH2:5][OH:4])=[CH:11][CH:10]=3)=[N:15][CH:16]=2)[CH2:21][CH2:22]1)(=[O:28])[CH3:27]. The yield is 0.945.